Task: Predict the reaction yield, written as a fraction of the theoretical maximum amount of product (1.0 means a 100% yield; for example, 0.34 means a 34% yield).. Dataset: Reaction yield outcomes from USPTO patents with 853,638 reactions (1) The reactants are Br[C:2]1[C:14]2[C:13]3[C:8](=[CH:9][C:10]([C:15]([OH:18])([CH3:17])[CH3:16])=[CH:11][CH:12]=3)[NH:7][C:6]=2[C:5]([C:19]([NH2:21])=[O:20])=[CH:4][C:3]=1[F:22].[F:23][C:24]1[C:33]2[N:28]([C:29](=[O:51])[N:30]([C:35]3[CH:40]=[CH:39][CH:38]=[C:37](B4OC(C)(C)C(C)(C)O4)[C:36]=3[CH3:50])[C:31](=[O:34])[CH:32]=2)[CH:27]=[CH:26][CH:25]=1.C([O-])([O-])=O.[Cs+].[Cs+]. The catalyst is O1CCOCC1.O.C1C=CC(P(C2C=CC=CC=2)[C-]2C=CC=C2)=CC=1.C1C=CC(P(C2C=CC=CC=2)[C-]2C=CC=C2)=CC=1.Cl[Pd]Cl.[Fe+2].C(Cl)Cl. The product is [F:22][C:3]1[CH:4]=[C:5]([C:19]([NH2:21])=[O:20])[C:6]2[NH:7][C:8]3[C:13]([C:14]=2[C:2]=1[C:37]1[CH:38]=[CH:39][CH:40]=[C:35]([N:30]2[C:31](=[O:34])[CH:32]=[C:33]4[C:24]([F:23])=[CH:25][CH:26]=[CH:27][N:28]4[C:29]2=[O:51])[C:36]=1[CH3:50])=[CH:12][CH:11]=[C:10]([C:15]([OH:18])([CH3:17])[CH3:16])[CH:9]=3. The yield is 0.630. (2) The reactants are Cl.[CH3:2][O:3][NH:4][CH3:5].[Cl:6][C:7]1[CH:8]=[C:9]([CH:17]([CH2:21][CH:22]2[CH2:27][CH2:26][O:25][CH2:24][CH2:23]2)[C:18](O)=[O:19])[CH:10]=[CH:11][C:12]=1[S:13]([CH3:16])(=[O:15])=[O:14].Cl.CN(C)CCCN=C=NCC.ON1C2C=CC=CC=2N=N1. The catalyst is C(#N)C.C(OCC)(=O)C.C(N(CC)CC)C. The product is [Cl:6][C:7]1[CH:8]=[C:9]([CH:17]([CH2:21][CH:22]2[CH2:27][CH2:26][O:25][CH2:24][CH2:23]2)[C:18]([N:4]([O:3][CH3:2])[CH3:5])=[O:19])[CH:10]=[CH:11][C:12]=1[S:13]([CH3:16])(=[O:15])=[O:14]. The yield is 0.940. (3) The reactants are CS(Cl)(=O)=O.[CH2:6]([S:8]([C:11]1[CH:12]=[C:13]([C:17]2[CH:25]=[C:24]([CH2:26]O)[CH:23]=[C:22]3[C:18]=2[C:19]2[CH:31]=[C:30]([CH3:32])[CH:29]=[N:28][C:20]=2[NH:21]3)[CH:14]=[CH:15][CH:16]=1)(=[O:10])=[O:9])[CH3:7].[CH:33]([N:36](C(C)C)[CH2:37]C)(C)C.CNC. The catalyst is C1COCC1. The product is [CH2:6]([S:8]([C:11]1[CH:12]=[C:13]([C:17]2[CH:25]=[C:24]([CH2:26][N:36]([CH3:37])[CH3:33])[CH:23]=[C:22]3[C:18]=2[C:19]2[CH:31]=[C:30]([CH3:32])[CH:29]=[N:28][C:20]=2[NH:21]3)[CH:14]=[CH:15][CH:16]=1)(=[O:10])=[O:9])[CH3:7]. The yield is 0.650. (4) The reactants are F[C:2]1[C:7]([C:8]#[N:9])=[CH:6][C:5]2[C:10]3([CH2:27][O:28][C:4]=2[CH:3]=1)[C:18]1[C:13](=[CH:14][CH:15]=[CH:16][CH:17]=1)[N:12]([CH2:19][C:20]1[CH:25]=[CH:24][CH:23]=[CH:22][N:21]=1)[C:11]3=[O:26].C([NH:32][OH:33])(=O)C.C(=O)([O-])[O-].[Cs+].[Cs+].O. The catalyst is CN(C)C=O. The product is [NH2:9][C:8]1[C:7]2[CH:6]=[C:5]3[C:10]4([C:18]5[C:13](=[CH:14][CH:15]=[CH:16][CH:17]=5)[N:12]([CH2:19][C:20]5[CH:25]=[CH:24][CH:23]=[CH:22][N:21]=5)[C:11]4=[O:26])[CH2:27][O:28][C:4]3=[CH:3][C:2]=2[O:33][N:32]=1. The yield is 0.0500. (5) The reactants are Cl[C:2]1[N:7]=[C:6]([CH3:8])[C:5]([CH:9]=[O:10])=[CH:4][CH:3]=1.[C:11]([O:15][C:16](=[O:26])[CH2:17][S:18][C:19]1[CH:24]=[CH:23][C:22]([OH:25])=[CH:21][CH:20]=1)([CH3:14])([CH3:13])[CH3:12].C([O-])([O-])=O.[K+].[K+]. The catalyst is CN(C=O)C. The product is [C:11]([O:15][C:16](=[O:26])[CH2:17][S:18][C:19]1[CH:20]=[CH:21][C:22]([O:25][C:2]2[CH:3]=[CH:4][C:5]([CH:9]=[O:10])=[C:6]([CH3:8])[N:7]=2)=[CH:23][CH:24]=1)([CH3:14])([CH3:12])[CH3:13]. The yield is 0.130. (6) The reactants are C(=O)([O-])[O-].[K+].[K+].[CH2:7](Br)[C:8]1[CH:13]=[CH:12][CH:11]=[CH:10][CH:9]=1.Cl.[Cl:16][CH2:17][CH2:18][NH:19][CH2:20][CH2:21][Cl:22]. The catalyst is C(#N)C. The product is [CH2:7]([N:19]([CH2:20][CH2:21][Cl:22])[CH2:18][CH2:17][Cl:16])[C:8]1[CH:13]=[CH:12][CH:11]=[CH:10][CH:9]=1. The yield is 0.650. (7) The reactants are [C:1]([C:3]1[CH:23]=[CH:22][C:6]([NH:7][C:8](=[O:21])[C:9]([OH:20])([CH3:19])[CH2:10][S:11][C:12]2[CH:17]=[CH:16][C:15]([F:18])=[CH:14][CH:13]=2)=[CH:5][C:4]=1[C:24]([F:27])([F:26])[F:25])#[N:2].C1C=C(C(O)=[O:35])C(C(OO)=O)=CC=1.[OH-:41].[K+]. The catalyst is C(OCC)(=O)C. The product is [C:1]([C:3]1[CH:23]=[CH:22][C:6]([NH:7][C:8](=[O:21])[C:9]([OH:20])([CH3:19])[CH2:10][S:11]([C:12]2[CH:13]=[CH:14][C:15]([F:18])=[CH:16][CH:17]=2)(=[O:35])=[O:41])=[CH:5][C:4]=1[C:24]([F:27])([F:25])[F:26])#[N:2]. The yield is 0.912. (8) The reactants are [C:1]1([CH:9]=[C:7]([OH:8])[CH:6]=[C:4]([OH:5])[CH:3]=1)[OH:2].Cl.[CH3:11][CH2:12][O:13]CC. The catalyst is C(OCC)C.ClCC#N.[Cl-].[Cl-].[Zn+2]. The product is [OH:2][C:1]1[C:9]2[C:12](=[O:13])[CH2:11][O:8][C:7]=2[CH:6]=[C:4]([OH:5])[CH:3]=1. The yield is 0.700.